From a dataset of Forward reaction prediction with 1.9M reactions from USPTO patents (1976-2016). Predict the product of the given reaction. The product is: [C:36](=[O:39])([O:38][CH2:16][CH3:17])[O:37][C:6]1[CH:5]=[CH:4][CH:3]=[CH:2][C:1]=1[C:7]([CH:23]([C:22]1[CH:25]=[C:26]([O:28][CH3:29])[CH:27]=[C:20]([O:19][CH3:18])[CH:21]=1)[OH:24])=[O:32]. Given the reactants [C:1]1([CH:7]2SCCCS2)[CH:6]=[CH:5][CH:4]=[CH:3][CH:2]=1.[Li+].CC[CH2:16][CH2-:17].[CH3:18][O:19][C:20]1[CH:21]=[C:22]([CH:25]=[C:26]([O:28][CH3:29])[CH:27]=1)[CH:23]=[O:24].ClC(OCC)=[O:32].[C:36]([O-:39])([O-:38])=[O:37].[K+].[K+], predict the reaction product.